This data is from Forward reaction prediction with 1.9M reactions from USPTO patents (1976-2016). The task is: Predict the product of the given reaction. The product is: [Br:16][C:11]1[CH:12]=[C:13]([CH:14]=[C:9]([O:8][Si:5]([C:1]([CH3:2])([CH3:3])[CH3:4])([CH3:6])[CH3:7])[CH:10]=1)[CH:25]=[O:26]. Given the reactants [C:1]([Si:5]([O:8][C:9]1[CH:14]=[C:13](Br)[CH:12]=[C:11]([Br:16])[CH:10]=1)([CH3:7])[CH3:6])([CH3:4])([CH3:3])[CH3:2].[Li]CCCC.CN([CH:25]=[O:26])C.[Cl-].[NH4+], predict the reaction product.